Dataset: Forward reaction prediction with 1.9M reactions from USPTO patents (1976-2016). Task: Predict the product of the given reaction. (1) The product is: [CH3:19][C:14]1([CH3:20])[C:15]([CH3:18])([CH3:17])[O:16][B:12]([C:2]2[CH:3]=[C:4]3[C:8](=[CH:9][CH:10]=2)[C:7](=[O:11])[NH:6][CH2:5]3)[O:13]1. Given the reactants Br[C:2]1[CH:3]=[C:4]2[C:8](=[CH:9][CH:10]=1)[C:7](=[O:11])[NH:6][CH2:5]2.[B:12]1([B:12]2[O:16][C:15]([CH3:18])([CH3:17])[C:14]([CH3:20])([CH3:19])[O:13]2)[O:16][C:15]([CH3:18])([CH3:17])[C:14]([CH3:20])([CH3:19])[O:13]1.C([O-])(=O)C.[K+], predict the reaction product. (2) Given the reactants CS(O[CH2:6][C:7]1[C:26]([O:27][CH:28]([CH3:30])[CH3:29])=[CH:25][C:10]2[C:11]([C:21](=[O:24])[NH:22][CH3:23])=[C:12]([C:14]3[CH:19]=[CH:18][C:17]([F:20])=[CH:16][CH:15]=3)[O:13][C:9]=2[CH:8]=1)(=O)=O.[C-:31]#[N:32].[Na+], predict the reaction product. The product is: [C:31]([CH2:6][C:7]1[C:26]([O:27][CH:28]([CH3:30])[CH3:29])=[CH:25][C:10]2[C:11]([C:21]([NH:22][CH3:23])=[O:24])=[C:12]([C:14]3[CH:19]=[CH:18][C:17]([F:20])=[CH:16][CH:15]=3)[O:13][C:9]=2[CH:8]=1)#[N:32].